Task: Regression. Given a target protein amino acid sequence and a drug SMILES string, predict the binding affinity score between them. We predict pKi (pKi = -log10(Ki in M); higher means stronger inhibition). Dataset: bindingdb_ki.. Dataset: Drug-target binding data from BindingDB using Ki measurements (1) The drug is Nc1nc(NC2Cc3ccccc3C2)nc(N2CCC(CO)CC2)n1. The target protein (P21236) has sequence MNKNIKYSQNFLTSEKVLNQIIKQLNLKETDTVYEIGTGKGHLTTKLAKISKQVTSIELDSHLFNLSSEKLKLNIRVTLIHQDILQFQFPNKQRYKIVGSIPYHLSTQIIKKVVFESHASDIYLIVEEGFYKRTLDIHRTLGLLLHTQVSIQQLLKLPAECFHPKPKVNSVLIKLTRHTTDVPDKYWKLYTYFVSKWVNREYRQLFTKNQFHQAMKHAKVNNLSTITYEQVLSIFNSYLLFNGRK. The pKi is 5.0. (2) The small molecule is CC[C@H]1OC(=O)[C@H](C)[C@@H](O[C@H]2C[C@@](C)(OC)[C@@H](O)[C@H](C)O2)[C@H](C)[C@@H](O[C@@H]2O[C@H](C)C[C@H](N(C)CC)[C@H]2O)[C@](C)(O)C[C@@H](C)C(=O)[C@H](C)[C@@H](O)[C@]1(C)O. The target protein (P12872) has sequence MVSRKAVAALLVVHVAAMLASQTEAFVPIFTYGELQRMQEKERNKGQKKSLSVWQRSGEEGPVDPAEPIREEENEMIKLTAPLEIGMRMNSRQLEKYPATLEGLLSEMLPQHAAK. The pKi is 6.6.